From a dataset of Forward reaction prediction with 1.9M reactions from USPTO patents (1976-2016). Predict the product of the given reaction. (1) Given the reactants C1(S([N:10]2[C:14]3=[N:15][CH:16]=[C:17]([F:19])[CH:18]=[C:13]3[CH:12]=[C:11]2[C:20]([C:27]2[CH:32]=[CH:31][C:30]([S:33]([CH2:36][CH2:37][O:38][CH3:39])(=[O:35])=[O:34])=[CH:29][CH:28]=2)=[CH:21][CH:22]2[CH2:26][CH2:25][CH2:24][CH2:23]2)(=O)=O)C=CC=CC=1.[OH-].[Na+].[CH2:42](O)C, predict the reaction product. The product is: [CH:22]1([CH:21]=[C:20]([C:11]2[NH:10][C:14]3=[N:15][CH:16]=[C:17]([F:19])[CH:18]=[C:13]3[CH:12]=2)[C:27]2[CH:28]=[CH:29][C:30]([S:33]([CH2:36][CH2:37][O:38][CH2:39][CH3:42])(=[O:34])=[O:35])=[CH:31][CH:32]=2)[CH2:26][CH2:25][CH2:24][CH2:23]1. (2) Given the reactants [CH2:1]([O:3][CH:4]([O:16][CH2:17][CH3:18])[C:5]1[O:13][C:12]2[C:11]([C:14]#N)=[CH:10][N:9]=[CH:8][C:7]=2[CH:6]=1)[CH3:2].[OH-:19].[Na+].Cl.[Cl-].[Na+].C(O)C.[OH2:27], predict the reaction product. The product is: [CH2:1]([O:3][CH:4]([O:16][CH2:17][CH3:18])[C:5]1[O:13][C:12]2[C:11]([C:14]([OH:27])=[O:19])=[CH:10][N:9]=[CH:8][C:7]=2[CH:6]=1)[CH3:2]. (3) Given the reactants [Cl:1][C:2]1[CH:10]=[CH:9][C:5]([C:6]([OH:8])=[O:7])=[CH:4][C:3]=1[N:11]1[C:20](=[O:21])[C:19]2[CH:22]=[C:23]([NH2:25])[CH:24]=[C:17]3[C:18]=2[C:13](=[CH:14][C:15]([NH2:26])=[CH:16]3)[C:12]1=[O:27].CN([CH:31]=[O:32])C.N1C=CC=C[CH:34]=1.[C:39](Cl)(=[O:41])[CH3:40], predict the reaction product. The product is: [C:39]([NH:26][C:15]1[CH:16]=[C:17]2[CH:24]=[C:23]([NH:25][C:31](=[O:32])[CH3:34])[CH:22]=[C:19]3[C:18]2=[C:13]([CH:14]=1)[C:12](=[O:27])[N:11]([C:3]1[CH:4]=[C:5]([CH:9]=[CH:10][C:2]=1[Cl:1])[C:6]([OH:8])=[O:7])[C:20]3=[O:21])(=[O:41])[CH3:40]. (4) Given the reactants [N:1]#N.C(OC)(=O)[C:4]([CH3:6])=[CH2:5].[NH2:10][C@H:11]([C:14](O)=O)[CH2:12][CH3:13].[C:17]([O-:20])([OH:19])=[O:18].[Na+:21].[S:22]([O:26][O:27][S:28]([O-:31])(=[O:30])=[O:29])([O-:25])(=[O:24])=[O:23].[NH4+].[NH4+], predict the reaction product. The product is: [Na+:21].[S:22]([O-:26])([O:20][CH2:17][CH2:13][CH2:12][CH2:11][CH2:14][CH2:14][CH2:11][CH2:12][CH2:13][CH2:5][CH2:4][CH3:6])(=[O:24])=[O:23].[C:17]([O-:20])([OH:19])=[O:18].[Na+:21].[S:22]([O:26][O:27][S:28]([O-:31])(=[O:30])=[O:29])([O-:25])(=[O:24])=[O:23].[NH4+:10].[NH4+:1]. (5) Given the reactants [C:1]([OH:10])(=[O:9])[CH2:2][CH2:3][CH2:4][CH2:5][C:6]([OH:8])=[O:7].O[CH2:12][CH:13]1[CH2:18][CH:17]2[CH2:19][CH:14]1[CH2:15][CH2:16]2, predict the reaction product. The product is: [C:1]([O:10][CH2:12][CH:13]1[CH2:18][CH:17]2[CH2:19][CH:14]1[CH2:15][CH2:16]2)(=[O:9])[CH2:2][CH2:3][CH2:4][CH2:5][C:6]([O:8][CH2:12][CH:13]1[CH2:18][CH:17]2[CH2:19][CH:14]1[CH2:15][CH2:16]2)=[O:7]. (6) The product is: [S:16]1[C:20]2[CH:21]=[CH:22][CH:23]=[CH:24][C:19]=2[N:18]=[C:17]1[NH:25][C@H:26]([C:35]([O:37][C:38]([CH3:41])([CH3:40])[CH3:39])=[O:36])[CH2:27][C:28]1[CH:33]=[CH:32][C:31]([O:34][CH2:8][CH2:9][CH2:10][C:11]([O:13][CH2:14][CH3:15])=[O:12])=[CH:30][CH:29]=1. Given the reactants C(O[K])(C)(C)C.Br[CH2:8][CH2:9][CH2:10][C:11]([O:13][CH2:14][CH3:15])=[O:12].[S:16]1[C:20]2[CH:21]=[CH:22][CH:23]=[CH:24][C:19]=2[N:18]=[C:17]1[NH:25][C@H:26]([C:35]([O:37][C:38]([CH3:41])([CH3:40])[CH3:39])=[O:36])[CH2:27][C:28]1[CH:33]=[CH:32][C:31]([OH:34])=[CH:30][CH:29]=1, predict the reaction product. (7) Given the reactants [CH2:1]([O:3][C:4](=[O:38])[CH:5]=[CH:6][C:7]1[CH:8]=[N:9][CH:10]=[CH:11][C:12]=1[N:13]1[CH2:18][CH2:17][CH:16]([CH2:19][O:20][C:21]2[CH:30]=[C:29]3[C:24]([CH2:25][CH2:26][N:27](C(OC(C)(C)C)=O)[CH2:28]3)=[CH:23][CH:22]=2)[CH2:15][CH2:14]1)[CH3:2].FC(F)(F)C(O)=O, predict the reaction product. The product is: [CH2:1]([O:3][C:4](=[O:38])[CH:5]=[CH:6][C:7]1[CH:8]=[N:9][CH:10]=[CH:11][C:12]=1[N:13]1[CH2:18][CH2:17][CH:16]([CH2:19][O:20][C:21]2[CH:30]=[C:29]3[C:24]([CH2:25][CH2:26][NH:27][CH2:28]3)=[CH:23][CH:22]=2)[CH2:15][CH2:14]1)[CH3:2].